This data is from Catalyst prediction with 721,799 reactions and 888 catalyst types from USPTO. The task is: Predict which catalyst facilitates the given reaction. (1) Reactant: [Cl:1][C:2]1[C:7]([CH:8]=O)=[CH:6][N:5]=[C:4]2[N:10]([Si](C(C)C)(C(C)C)C(C)C)[CH:11]=[CH:12][C:3]=12.C([O-])([O-])=[O:24].[K+].[K+].[O:29]1[CH2:34][CH2:33]O[CH2:31][CH2:30]1. Product: [Cl:1][C:2]1[C:7](/[CH:8]=[CH:31]/[C:30]([O:29][CH2:34][CH3:33])=[O:24])=[CH:6][N:5]=[C:4]2[NH:10][CH:11]=[CH:12][C:3]=12. The catalyst class is: 25. (2) Reactant: [CH:1]1([CH2:4][N:5]2[CH2:23][CH2:22][C@:12]34[C:13]5[C:14]6[O:21][C@H:11]3[C@@H:10]([CH2:24][N:25]3[CH:29]=[CH:28][N:27]=[CH:26]3)[CH2:9][CH2:8][C@@:7]4([OH:30])[C@H:6]2[CH2:19][C:18]=5[CH:17]=[CH:16][C:15]=6[OH:20])[CH2:3][CH2:2]1.C1C=C(Cl)C=C(C(OO)=[O:39])C=1.C([O-])([O-])=O.[K+].[K+]. Product: [CH:1]1([CH2:4][N+:5]2([O-:39])[CH2:23][CH2:22][C@:12]34[C:13]5[C:14]6[O:21][C@H:11]3[C@@H:10]([CH2:24][N:25]3[CH:29]=[CH:28][N:27]=[CH:26]3)[CH2:9][CH2:8][C@@:7]4([OH:30])[C@H:6]2[CH2:19][C:18]=5[CH:17]=[CH:16][C:15]=6[OH:20])[CH2:3][CH2:2]1. The catalyst class is: 22.